This data is from Full USPTO retrosynthesis dataset with 1.9M reactions from patents (1976-2016). The task is: Predict the reactants needed to synthesize the given product. (1) Given the product [F:17][C:18]1[CH:25]=[CH:24][C:21]([CH:22]([C:2]2[O:1][CH:5]=[CH:4][N:3]=2)[OH:23])=[CH:20][CH:19]=1, predict the reactants needed to synthesize it. The reactants are: [O:1]1[CH:5]=[CH:4][N:3]=[CH:2]1.B.C1COCC1.[Li]CCCC.[F:17][C:18]1[CH:25]=[CH:24][C:21]([CH:22]=[O:23])=[CH:20][CH:19]=1. (2) The reactants are: [N:1]1[CH2:6][CH2:5][CH2:4][N:3]2[C:7](=[O:10])[S:8][CH2:9][C:2]=12.[F:11][C:12]([F:33])([F:32])[C:13]1[CH:27]=[C:26]([C:28]([F:31])([F:30])[F:29])[CH:25]=[CH:24][C:14]=1[CH2:15][N:16]1[CH2:21][CH2:20][CH:19]([CH:22]=O)[CH2:18][CH2:17]1.C([O-])(=O)C.[NH2+]1CCCCC1. Given the product [F:33][C:12]([F:11])([F:32])[C:13]1[CH:27]=[C:26]([C:28]([F:31])([F:30])[F:29])[CH:25]=[CH:24][C:14]=1[CH2:15][N:16]1[CH2:21][CH2:20][CH:19](/[CH:22]=[C:9]2\[S:8][C:7](=[O:10])[N:3]3[CH2:4][CH2:5][CH2:6][N:1]=[C:2]\23)[CH2:18][CH2:17]1, predict the reactants needed to synthesize it. (3) Given the product [OH:8][NH:7][C:5](=[O:6])[C:4]([CH3:3])([S:37]([CH3:40])(=[O:39])=[O:38])[CH2:15][CH2:16][N:17]1[CH:22]=[CH:21][C:20]([C:23]2[CH:24]=[CH:25][C:26]([O:29][C:30]3[CH:35]=[CH:34][CH:33]=[CH:32][N:31]=3)=[CH:27][CH:28]=2)=[CH:19][C:18]1=[O:36], predict the reactants needed to synthesize it. The reactants are: CO.[CH3:3][C:4]([S:37]([CH3:40])(=[O:39])=[O:38])([CH2:15][CH2:16][N:17]1[CH:22]=[CH:21][C:20]([C:23]2[CH:28]=[CH:27][C:26]([O:29][C:30]3[CH:35]=[CH:34][CH:33]=[CH:32][N:31]=3)=[CH:25][CH:24]=2)=[CH:19][C:18]1=[O:36])[C:5]([NH:7][O:8]C1CCCCO1)=[O:6].